From a dataset of Catalyst prediction with 721,799 reactions and 888 catalyst types from USPTO. Predict which catalyst facilitates the given reaction. (1) Reactant: [CH3:1][S:2]([OH:5])(=[O:4])=[O:3].C(OC(=O)[NH:12][CH:13]([CH2:16][C:17]#[N:18])[CH2:14][CH3:15])(C)(C)C. Product: [CH3:1][S:2]([OH:5])(=[O:4])=[O:3].[NH2:12][C@H:13]([CH2:14][CH3:15])[CH2:16][C:17]#[N:18]. The catalyst class is: 7. (2) Reactant: [O:1]1[CH2:6][CH:5]=[C:4]([C:7]2[CH:12]=[C:11]([OH:13])[CH:10]=[CH:9][C:8]=2[C:14]2[CH:19]=[C:18]([O:20][CH3:21])[CH:17]=[CH:16][C:15]=2[F:22])[CH2:3][CH2:2]1. Product: [F:22][C:15]1[CH:16]=[CH:17][C:18]([O:20][CH3:21])=[CH:19][C:14]=1[C:8]1[CH:9]=[CH:10][C:11]([OH:13])=[CH:12][C:7]=1[CH:4]1[CH2:3][CH2:2][O:1][CH2:6][CH2:5]1. The catalyst class is: 129. (3) Reactant: [CH3:1][O:2][C:3]1[C:4]([C:14](O)([CH3:16])[CH3:15])=[CH:5][C:6]2[CH2:7][CH2:8][CH2:9][CH:10]([CH3:13])[C:11]=2[CH:12]=1.C([SiH](CC)CC)C.FC(F)(F)C(O)=O. Product: [CH:14]([C:4]1[CH:5]=[C:6]2[C:11](=[CH:12][C:3]=1[O:2][CH3:1])[CH:10]([CH3:13])[CH2:9][CH2:8][CH2:7]2)([CH3:16])[CH3:15]. The catalyst class is: 2. (4) Reactant: COC1C=CC(C[N:8]2[C:17]([CH:18]([NH:20][C:21]3[C:22]4[N:30]=[CH:29][CH:28]=[CH:27][C:23]=4[N:24]=[CH:25][N:26]=3)[CH3:19])=[CH:16][C:15]3[N:14]=[CH:13][CH:12]=[C:11]([CH3:31])[C:10]=3[C:9]2=[O:32])=CC=1. Product: [CH3:31][C:11]1[C:10]2[C:9](=[O:32])[NH:8][C:17]([CH:18]([NH:20][C:21]3[C:22]4[N:30]=[CH:29][CH:28]=[CH:27][C:23]=4[N:24]=[CH:25][N:26]=3)[CH3:19])=[CH:16][C:15]=2[N:14]=[CH:13][CH:12]=1. The catalyst class is: 55. (5) Reactant: C[O:2][C:3](=[O:29])[CH2:4][CH2:5][CH2:6][C:7]1[CH:12]=[CH:11][C:10]([O:13][CH2:14][CH2:15][NH:16][C:17]2[C:18]([C:23]3[CH:28]=[CH:27][CH:26]=[CH:25][CH:24]=3)=[N:19][CH:20]=[CH:21][CH:22]=2)=[CH:9][CH:8]=1.[OH-].[Na+]. Product: [C:23]1([C:18]2[C:17]([NH:16][CH2:15][CH2:14][O:13][C:10]3[CH:9]=[CH:8][C:7]([CH2:6][CH2:5][CH2:4][C:3]([OH:29])=[O:2])=[CH:12][CH:11]=3)=[CH:22][CH:21]=[CH:20][N:19]=2)[CH:24]=[CH:25][CH:26]=[CH:27][CH:28]=1. The catalyst class is: 111.